Dataset: Catalyst prediction with 721,799 reactions and 888 catalyst types from USPTO. Task: Predict which catalyst facilitates the given reaction. (1) Reactant: C[O:2][C:3]([C:5]1[S:19][C:8]2=[N:9][C:10]([S:13][CH2:14][C:15]([O:17]C)=[O:16])=[CH:11][CH:12]=[C:7]2[C:6]=1[O:20][CH2:21][C:22]([O:24]CC)=[O:23])=[O:4].CO.O.O[Li].O. Product: [C:22]([CH2:21][O:20][C:6]1[C:7]2[C:8](=[N:9][C:10]([S:13][CH2:14][C:15]([OH:17])=[O:16])=[CH:11][CH:12]=2)[S:19][C:5]=1[C:3]([OH:4])=[O:2])([OH:24])=[O:23]. The catalyst class is: 1. (2) Reactant: Cl.[N:2](C(OC(C)(C)C)=O)([CH3:8])[C@H:3]([C:5]([OH:7])=[O:6])[CH3:4].[N+:16]([C:19]1[CH:26]=[CH:25][C:22]([CH2:23][NH-:24])=[CH:21][CH:20]=1)([O-:18])=[O:17].C(Cl)(Cl)[Cl:28].CO. Product: [NH:2]([CH3:8])[C@H:3]([C:5]([OH:7])=[O:6])[CH3:4].[ClH:28].[N+:16]([C:19]1[CH:20]=[CH:21][C:22]([CH2:23][NH-:24])=[CH:25][CH:26]=1)([O-:18])=[O:17]. The catalyst class is: 13.